Dataset: Catalyst prediction with 721,799 reactions and 888 catalyst types from USPTO. Task: Predict which catalyst facilitates the given reaction. Reactant: [NH2:1][C:2]1[CH:3]=[C:4]([N:8]2[CH2:17][CH2:16][C:15]3[C:10](=[CH:11][CH:12]=[C:13]([Cl:18])[CH:14]=3)[C:9]2=[O:19])[CH:5]=[N:6][CH:7]=1.[N:20]([CH:23]1[CH2:28][CH2:27][CH2:26][CH2:25][CH2:24]1)=[C:21]=[O:22]. Product: [Cl:18][C:13]1[CH:14]=[C:15]2[C:10](=[CH:11][CH:12]=1)[C:9](=[O:19])[N:8]([C:4]1[CH:3]=[C:2]([NH:1][C:21]([NH:20][CH:23]3[CH2:28][CH2:27][CH2:26][CH2:25][CH2:24]3)=[O:22])[CH:7]=[N:6][CH:5]=1)[CH2:17][CH2:16]2. The catalyst class is: 2.